From a dataset of Forward reaction prediction with 1.9M reactions from USPTO patents (1976-2016). Predict the product of the given reaction. (1) Given the reactants [I:1][C:2]1[CH:3]=[C:4]([OH:8])[CH:5]=[CH:6][CH:7]=1.[Cl-].[Mg+2].[Cl-].C(N(CC)CC)C.[CH2:19]=[O:20], predict the reaction product. The product is: [OH:8][C:4]1[CH:3]=[C:2]([I:1])[CH:7]=[CH:6][C:5]=1[CH:19]=[O:20]. (2) Given the reactants COC1C(OC)=CC=CC=1C1[NH:15][N:14]=[C:13]([O:16][CH2:17][C:18]2[CH:23]=[CH:22][CH:21]=[CH:20][C:19]=2[F:24])[CH:12]=1.[F:25][CH:26]([F:37])[O:27][C:28]1[CH:36]=[CH:35][CH:34]=[CH:33][C:29]=1[C:30](O)=O, predict the reaction product. The product is: [F:25][CH:26]([F:37])[O:27][C:28]1[CH:36]=[CH:35][CH:34]=[CH:33][C:29]=1[C:30]1[NH:15][N:14]=[C:13]([O:16][CH2:17][C:18]2[CH:23]=[CH:22][CH:21]=[CH:20][C:19]=2[F:24])[CH:12]=1. (3) Given the reactants C(N(CC)CC)C.Cl.[CH3:9][C:10]1[CH:19]=[C:18]([CH2:20][O:21][C:22]2[CH:27]=[CH:26][C:25]([S:28](Cl)(=[O:30])=[O:29])=[CH:24][CH:23]=2)[C:17]2[C:12](=[CH:13][CH:14]=[CH:15][CH:16]=2)[N:11]=1.Cl.Cl.[NH2:34][CH2:35][C@@H:36]([N:41]1[CH2:46][CH2:45][CH2:44][CH2:43][CH2:42]1)[C:37]([O:39][CH3:40])=[O:38], predict the reaction product. The product is: [CH3:9][C:10]1[CH:19]=[C:18]([CH2:20][O:21][C:22]2[CH:27]=[CH:26][C:25]([S:28]([NH:34][CH2:35][C@@H:36]([N:41]3[CH2:46][CH2:45][CH2:44][CH2:43][CH2:42]3)[C:37]([O:39][CH3:40])=[O:38])(=[O:30])=[O:29])=[CH:24][CH:23]=2)[C:17]2[C:12](=[CH:13][CH:14]=[CH:15][CH:16]=2)[N:11]=1. (4) Given the reactants [Cl:1][C:2]1[N:7]=[C:6]([NH:8][CH2:9][C:10]([CH3:14])([CH3:13])[CH2:11][NH2:12])[CH:5]=[C:4]([C:15]2[C:23]3[C:18](=[N:19][CH:20]=[CH:21][CH:22]=3)[NH:17][CH:16]=2)[CH:3]=1.C(N([CH2:29][CH3:30])CC)C.C(Cl)CCCCCCCCCCCCCCC.[OH2:48], predict the reaction product. The product is: [Cl:1][C:2]1[N:7]=[C:6]([NH:8][CH2:9][C:10]([CH3:14])([CH3:13])[CH2:11][NH:12][C:29](=[O:48])[CH3:30])[CH:5]=[C:4]([C:15]2[C:23]3[C:18](=[N:19][CH:20]=[CH:21][CH:22]=3)[NH:17][CH:16]=2)[CH:3]=1. (5) Given the reactants [Br:1][C:2]1[CH:3]=[C:4]([CH:7]=[CH:8][C:9]=1[OH:10])[CH:5]=[O:6].C(=O)([O-])[O-].[K+].[K+].[I-].[K+].Br[CH:20]([CH3:22])[CH3:21], predict the reaction product. The product is: [Br:1][C:2]1[CH:3]=[C:4]([CH:7]=[CH:8][C:9]=1[O:10][CH:20]([CH3:22])[CH3:21])[CH:5]=[O:6].